From a dataset of Forward reaction prediction with 1.9M reactions from USPTO patents (1976-2016). Predict the product of the given reaction. Given the reactants COC1C=CC(C[N:8](CC2C=CC(OC)=CC=2)[S:9]([CH2:12][C@@H:13]([CH3:17])[CH2:14][CH:15]=[CH2:16])(=[O:11])=[O:10])=CC=1.COC1C=CC(C[N:36](CC2C=CC(OC)=CC=2)[S:37]([CH2:40][C@H:41]([CH3:45])[CH2:42][CH:43]=[CH2:44])(=[O:39])=[O:38])=CC=1, predict the reaction product. The product is: [CH3:17][C@@H:13]([CH2:14][CH:15]=[CH2:16])[CH2:12][S:9]([NH2:8])(=[O:11])=[O:10].[CH3:45][C@H:41]([CH2:42][CH:43]=[CH2:44])[CH2:40][S:37]([NH2:36])(=[O:39])=[O:38].